Dataset: Experimentally validated miRNA-target interactions with 360,000+ pairs, plus equal number of negative samples. Task: Binary Classification. Given a miRNA mature sequence and a target amino acid sequence, predict their likelihood of interaction. The miRNA is mmu-miR-124-3p with sequence UAAGGCACGCGGUGAAUGCC. The protein sequence of the target gene is MTKARDQTHQEGCCGSLANYLTSAKFLLYLGHSLSTWGDRMWHFAVSVFLVELYGNSLLLTAVYGLVVAGSVLVLGAIIGDWVDKNARLKVAQTSLVVQNVSVILCGIILMMVFLHKNELLTMYHGWVLTVCYILIITIANIANLASTATAITIQRDWIVVVAGENRSRLADMNATIRRIDQLTNILAPMAVGQIMTFGSPVIGCGFISGWNLVSMCVEYFLLWKVYQKTPALAVKAALKVEESELKQLTSPKDTEPKPLEGTHLMGEKDSNIRELECEQEPTCASQMAEPFRTFRDGWV.... Result: 1 (interaction).